The task is: Regression. Given a peptide amino acid sequence and an MHC pseudo amino acid sequence, predict their binding affinity value. This is MHC class I binding data.. This data is from Peptide-MHC class I binding affinity with 185,985 pairs from IEDB/IMGT. The peptide sequence is KILSMINYY. The MHC is HLA-A68:01 with pseudo-sequence HLA-A68:01. The binding affinity (normalized) is 0.0715.